Dataset: Peptide-MHC class II binding affinity with 134,281 pairs from IEDB. Task: Regression. Given a peptide amino acid sequence and an MHC pseudo amino acid sequence, predict their binding affinity value. This is MHC class II binding data. (1) The peptide sequence is SLIYRRRLMKQDFSV. The MHC is DRB1_1501 with pseudo-sequence DRB1_1501. The binding affinity (normalized) is 0.149. (2) The peptide sequence is SQDLELSWNLIGLQAY. The MHC is DRB1_0802 with pseudo-sequence DRB1_0802. The binding affinity (normalized) is 0.484. (3) The peptide sequence is RVSDVSVLMKEYDVS. The MHC is DRB1_0802 with pseudo-sequence DRB1_0802. The binding affinity (normalized) is 0. (4) The peptide sequence is DTKCYKLEHPVTG. The MHC is DRB4_0101 with pseudo-sequence DRB4_0103. The binding affinity (normalized) is 0. (5) The peptide sequence is ATPEAKYDAYVATLS. The binding affinity (normalized) is 0.186. The MHC is HLA-DPA10201-DPB10101 with pseudo-sequence HLA-DPA10201-DPB10101. (6) The peptide sequence is AAEWDRVHPVHAGPIP. The MHC is DRB5_0101 with pseudo-sequence DRB5_0101. The binding affinity (normalized) is 0.150.